From a dataset of Full USPTO retrosynthesis dataset with 1.9M reactions from patents (1976-2016). Predict the reactants needed to synthesize the given product. Given the product [C:29]([N:6]([CH2:7][C@@H:8]1[O:12][C:11](=[O:13])[N:10]([C:14]2[CH:19]=[CH:18][C:17]([CH:20]3[CH2:25][CH2:24][S:23](=[O:27])(=[O:26])[CH2:22][CH2:21]3)=[C:16]([F:28])[CH:15]=2)[CH2:9]1)[C:5]([O:4][CH:2]([O:39][C:35](=[O:38])[CH2:36][CH3:37])[CH3:3])=[O:32])(=[O:31])[CH3:30], predict the reactants needed to synthesize it. The reactants are: Cl[CH:2]([O:4][C:5](=[O:32])[N:6]([C:29](=[O:31])[CH3:30])[CH2:7][C@@H:8]1[O:12][C:11](=[O:13])[N:10]([C:14]2[CH:19]=[CH:18][C:17]([CH:20]3[CH2:25][CH2:24][S:23](=[O:27])(=[O:26])[CH2:22][CH2:21]3)=[C:16]([F:28])[CH:15]=2)[CH2:9]1)[CH3:3].[I-].[Na+].[C:35]([O-:39])(=[O:38])[CH2:36][CH3:37].[Cs+].O.